The task is: Binary Classification. Given a miRNA mature sequence and a target amino acid sequence, predict their likelihood of interaction.. This data is from Experimentally validated miRNA-target interactions with 360,000+ pairs, plus equal number of negative samples. (1) The miRNA is hsa-miR-339-3p with sequence UGAGCGCCUCGACGACAGAGCCG. The protein sequence of the target gene is MSLCGTRANAKMMAAYNGGTSAAAAGHHHHHHHHLPHLPPPHLHHHHHPQHHLHPGSAAAVHPVQQHTSSAAAAAAAAAAAAAMLNPGQQQPYFPSPAPGQAPGPAAAAPAQVQAAAAATVKAHHHQHSHHPQQQLDIEPDRPIGYGAFGVVWSVTDPRDGKRVALKKMPNVFQNLVSCKRVFRELKMLCFFKHDNVLSALDILQPPHIDYFEEIYVVTELMQSDLHKIIVSPQPLSSDHVKVFLYQILRGLKYLHSAGILHRDIKPGNLLVNSNCVLKICDFGLARVEELDESRHMTQE.... Result: 0 (no interaction). (2) The miRNA is hsa-miR-20a-5p with sequence UAAAGUGCUUAUAGUGCAGGUAG. The protein sequence of the target gene is MLLTLAGGALFFPGLFALCTWALRRSQPGWSRTDCVMISTRLVSSVHAVLATGSGIVIIRSCDDVITGRHWLAREYVWFLIPYMIYDSYAMYLCEWCRTRDQNRAPSLTLRNFLSRNRLMITHHAVILFVLVPVAQRLRGDLGDFFVGCIFTAELSTPFVSLGRVLIQLKQQHTLLYKVNGILTLATFLSCRILLFPFMYWSYGRQQGLSLLQVPFSIPFYCNVANAFLVAPQIYWFCLLCRKAVRLFDTPQAKKDG. Result: 1 (interaction). (3) The protein sequence of the target gene is MGRSRSRSSSRSKHTKSSKHNKKRSRSRSRSRDKERVRKRSKSRESKRNRRRESRSRSRSTNAAASRRERERASSPPDRIDIFGRTVSKRSSLDEKQKREEEEKKAEFERQRKIRQQEIEEKLIEEETARRVEELVAKRVEEELEKRKDEIEREVLRRVEEAKRIMEKQLLEELERQRQAELAAQKAREEEERAKREELERILEENNRKIAEAQAKLAEEQLRIVEEQRKIHEERMKLEQERQRQQKEEQKIILGKGKSRPKLSFSLKTQD. Result: 0 (no interaction). The miRNA is mmu-miR-1902 with sequence AGAGGUGCAGUAGGCAUGACUU.